From a dataset of Full USPTO retrosynthesis dataset with 1.9M reactions from patents (1976-2016). Predict the reactants needed to synthesize the given product. (1) Given the product [CH2:1]([O:3][C:4](=[O:19])/[C:5](/[NH2:24])=[CH:6]/[C:7](=[O:17])/[CH:8]=[CH:9]/[C:10]1[CH:15]=[CH:14][C:13]([Cl:16])=[CH:12][CH:11]=1)[CH3:2], predict the reactants needed to synthesize it. The reactants are: [CH2:1]([O:3][C:4](=[O:19])[C:5](=O)[CH2:6][C:7](=[O:17])/[CH:8]=[CH:9]/[C:10]1[CH:15]=[CH:14][C:13]([Cl:16])=[CH:12][CH:11]=1)[CH3:2].C([O-])(=O)C.[NH4+:24]. (2) Given the product [CH2:1]([N:3]([CH2:4][CH2:5][N:6]1[CH2:11][CH2:10][CH2:9][CH2:8][CH2:7]1)[C:13]1[CH:18]=[C:17]([OH:19])[CH:16]=[CH:15][C:14]=1[CH:21]1[CH2:30][CH2:29][C:28]2[CH:27]=[C:26]([OH:31])[CH:25]=[CH:24][C:23]=2[CH2:22]1)[CH3:2], predict the reactants needed to synthesize it. The reactants are: [CH2:1]([N:3]([C:13]1[CH:18]=[C:17]([O:19]C)[CH:16]=[CH:15][C:14]=1[CH:21]1[CH2:30][CH2:29][C:28]2[C:23](=[CH:24][CH:25]=[C:26]([O:31]C)[CH:27]=2)[CH2:22]1)[C:4](=O)[CH2:5][N:6]1[CH2:11][CH2:10][CH2:9][CH2:8][CH2:7]1)[CH3:2].C(N(C1C=C(OC)C=CC=1C1CCC2C(=CC=C(OC)C=2)C1)CCN1CCCCC1)C. (3) Given the product [Br:1][C:2]1[CH:7]=[C:6]([CH3:8])[CH:5]=[CH:4][C:3]=1[C:9]([O:14][CH2:24][O:25][CH3:26])([CH2:12][CH3:13])[CH2:10][CH3:11], predict the reactants needed to synthesize it. The reactants are: [Br:1][C:2]1[CH:7]=[C:6]([CH3:8])[CH:5]=[CH:4][C:3]=1[C:9]([OH:14])([CH2:12][CH3:13])[CH2:10][CH3:11].CCN(C(C)C)C(C)C.[CH2:24](Cl)[O:25][CH3:26].[NH4+].[Cl-]. (4) Given the product [CH3:31][N:27]1[C:28]2[C:24](=[CH:23][C:22]([NH:21][C:4]3[C:5]4[CH:10]=[CH:9][N:8]([S:11]([C:14]5[CH:20]=[CH:19][C:17]([CH3:18])=[CH:16][CH:15]=5)(=[O:13])=[O:12])[C:6]=4[N:7]=[C:2]([NH:32][C:33]4[CH:41]=[CH:40][C:36]([C:37]([NH2:39])=[O:38])=[CH:35][CH:34]=4)[N:3]=3)=[CH:30][CH:29]=2)[CH:25]=[N:26]1, predict the reactants needed to synthesize it. The reactants are: Cl[C:2]1[N:3]=[C:4]([NH:21][C:22]2[CH:23]=[C:24]3[C:28](=[CH:29][CH:30]=2)[N:27]([CH3:31])[N:26]=[CH:25]3)[C:5]2[CH:10]=[CH:9][N:8]([S:11]([C:14]3[CH:20]=[CH:19][C:17]([CH3:18])=[CH:16][CH:15]=3)(=[O:13])=[O:12])[C:6]=2[N:7]=1.[NH2:32][C:33]1[CH:41]=[CH:40][C:36]([C:37]([NH2:39])=[O:38])=[CH:35][CH:34]=1.C[Si](Cl)(C)C. (5) Given the product [CH2:5]([O:7][C:8]1[CH:13]=[C:12]([CH:14]2[CH2:19][CH2:18][N:17]([CH2:28][CH2:27][S:29]([CH3:32])(=[O:31])=[O:30])[CH2:16][CH2:15]2)[CH:11]=[CH:10][C:9]=1[NH:20][C:21](=[O:26])[C:22]([F:23])([F:24])[F:25])[CH3:6], predict the reactants needed to synthesize it. The reactants are: C(O)(=O)C.[CH2:5]([O:7][C:8]1[CH:13]=[C:12]([CH:14]2[CH2:19][CH2:18][NH:17][CH2:16][CH2:15]2)[CH:11]=[CH:10][C:9]=1[NH:20][C:21](=[O:26])[C:22]([F:25])([F:24])[F:23])[CH3:6].[CH:27]([S:29]([CH3:32])(=[O:31])=[O:30])=[CH2:28].C([O-])([O-])=O.[K+].[K+]. (6) Given the product [CH3:1][C:2]1([CH3:21])[O:6][C@@H:5]([CH2:7][O:8][C:9]2[C:10]([CH3:20])=[CH:11][C:12]([C:13]([NH:15][OH:16])=[NH:14])=[CH:17][C:18]=2[CH3:19])[CH2:4][O:3]1, predict the reactants needed to synthesize it. The reactants are: [CH3:1][C:2]1([CH3:21])[O:6][CH:5]([CH2:7][O:8][C:9]2[C:18]([CH3:19])=[CH:17][C:12]([C:13]([NH:15][OH:16])=[NH:14])=[CH:11][C:10]=2[CH3:20])[CH2:4][O:3]1.CC1(C)O[C@@H](CO)CO1. (7) The reactants are: Cl.[F:2][C:3]1[C:44]([F:45])=[C:43]([O:46][CH2:47][CH2:48][NH:49][CH3:50])[CH:42]=[CH:41][C:4]=1[CH2:5][N:6]1[C:14](=[O:15])[C:13]([C:16]([NH:18][C:19]2[CH:24]=[CH:23][C:22]([C:25]([F:28])([F:27])[F:26])=[CH:21][C:20]=2[C:29]2[CH:34]=[C:33]([C:35]([F:38])([F:37])[F:36])[N:32]=[CH:31][N:30]=2)=[O:17])=[C:12]([OH:39])[C:8]2([CH2:11][CH2:10][CH2:9]2)[N:7]1[CH3:40].[O:51]1[CH2:54][C:53](=O)[CH2:52]1.C(O)(=O)C. Given the product [F:2][C:3]1[C:44]([F:45])=[C:43]([O:46][CH2:47][CH2:48][N:49]([CH3:50])[CH:53]2[CH2:52][O:51][CH2:54]2)[CH:42]=[CH:41][C:4]=1[CH2:5][N:6]1[C:14](=[O:15])[C:13]([C:16]([NH:18][C:19]2[CH:24]=[CH:23][C:22]([C:25]([F:27])([F:28])[F:26])=[CH:21][C:20]=2[C:29]2[CH:34]=[C:33]([C:35]([F:36])([F:37])[F:38])[N:32]=[CH:31][N:30]=2)=[O:17])=[C:12]([OH:39])[C:8]2([CH2:11][CH2:10][CH2:9]2)[N:7]1[CH3:40], predict the reactants needed to synthesize it. (8) Given the product [CH3:1][O:2][C:3]([C:5]1[S:6][C:7]([C:33]#[C:32][C:28]([CH3:31])([CH3:30])[CH3:29])=[CH:8][C:9]=1[N:10]([C@H:20]1[CH2:25][CH2:24][C@H:23]([OH:26])[CH2:22][CH2:21]1)[C:11]([C@H:13]1[CH2:18][CH2:17][C@H:16]([CH3:19])[CH2:15][CH2:14]1)=[O:12])=[O:4], predict the reactants needed to synthesize it. The reactants are: [CH3:1][O:2][C:3]([C:5]1[S:6][C:7](Br)=[CH:8][C:9]=1[N:10]([C@H:20]1[CH2:25][CH2:24][C@H:23]([OH:26])[CH2:22][CH2:21]1)[C:11]([C@H:13]1[CH2:18][CH2:17][C@H:16]([CH3:19])[CH2:15][CH2:14]1)=[O:12])=[O:4].[C:28]([C:32]#[CH:33])([CH3:31])([CH3:30])[CH3:29].C1(P(C2C=CC=CC=2)C2C=CC3C(=CC=CC=3)C=2C2C3C(=CC=CC=3)C=CC=2P(C2C=CC=CC=2)C2C=CC=CC=2)C=CC=CC=1.C(N(CC)CC)C.